This data is from Forward reaction prediction with 1.9M reactions from USPTO patents (1976-2016). The task is: Predict the product of the given reaction. (1) Given the reactants [NH:1]1[CH2:6][CH2:5][O:4][CH2:3][CH2:2]1.C(=O)([O-])[O-].[K+].[K+].[CH:13](=O)[CH2:14][CH3:15], predict the reaction product. The product is: [CH:13]([N:1]1[CH2:6][CH2:5][O:4][CH2:3][CH2:2]1)=[CH:14][CH3:15]. (2) Given the reactants Cl[C:2]1[N:7]=[C:6]([C:8]2[N:12]3[CH:13]=[CH:14][C:15]([F:17])=[CH:16][C:11]3=[N:10][C:9]=2[C:18]2[CH:19]=[C:20]([CH:32]=[CH:33][CH:34]=2)[C:21]([NH:23][C:24]2[C:29]([F:30])=[CH:28][CH:27]=[CH:26][C:25]=2[F:31])=[O:22])[CH:5]=[CH:4][N:3]=1.[CH3:35][O:36][C:37]1[CH:43]=[C:42]([N:44]2[CH2:49][CH2:48][CH:47]([N:50]3[CH2:55][CH2:54][N:53]([S:56]([CH3:59])(=[O:58])=[O:57])[CH2:52][CH2:51]3)[CH2:46][CH2:45]2)[CH:41]=[CH:40][C:38]=1[NH2:39].Cl.O1CCOCC1.C[O-].[Na+], predict the reaction product. The product is: [F:31][C:25]1[CH:26]=[CH:27][CH:28]=[C:29]([F:30])[C:24]=1[NH:23][C:21](=[O:22])[C:20]1[CH:32]=[CH:33][CH:34]=[C:18]([C:9]2[N:10]=[C:11]3[CH:16]=[C:15]([F:17])[CH:14]=[CH:13][N:12]3[C:8]=2[C:6]2[CH:5]=[CH:4][N:3]=[C:2]([NH:39][C:38]3[CH:40]=[CH:41][C:42]([N:44]4[CH2:49][CH2:48][CH:47]([N:50]5[CH2:55][CH2:54][N:53]([S:56]([CH3:59])(=[O:58])=[O:57])[CH2:52][CH2:51]5)[CH2:46][CH2:45]4)=[CH:43][C:37]=3[O:36][CH3:35])[N:7]=2)[CH:19]=1. (3) Given the reactants [OH:1][C:2]1[CH:3]=[CH:4][CH:5]=[C:6]2[C:11]=1[CH:10]=[N:9][CH:8]=[CH:7]2.[H-].[Na+].Br[CH2:15][CH2:16][CH3:17], predict the reaction product. The product is: [CH2:15]([O:1][C:2]1[CH:3]=[CH:4][CH:5]=[C:6]2[C:11]=1[CH:10]=[N:9][CH:8]=[CH:7]2)[CH2:16][CH3:17]. (4) Given the reactants [CH3:1][O:2][C:3]1[C:4](=[O:24])[C:5]([CH3:23])=[C:6]([CH2:12][C:13]2[CH:14]=[C:15]([CH2:19][C:20](O)=[O:21])[CH:16]=[CH:17][CH:18]=2)[C:7](=[O:11])[C:8]=1[O:9][CH3:10].[NH:25]1[CH2:30][CH2:29][S:28][CH2:27][CH2:26]1, predict the reaction product. The product is: [CH3:1][O:2][C:3]1[C:4](=[O:24])[C:5]([CH3:23])=[C:6]([CH2:12][C:13]2[CH:14]=[C:15]([CH2:19][C:20]([N:25]3[CH2:30][CH2:29][S:28][CH2:27][CH2:26]3)=[O:21])[CH:16]=[CH:17][CH:18]=2)[C:7](=[O:11])[C:8]=1[O:9][CH3:10]. (5) Given the reactants [CH3:1][C:2]1[CH:7]=[CH:6][C:5]([CH3:8])=[CH:4][C:3]=1[NH:9][C:10]1[N:15]2[N:16]=[CH:17][C:18]([C:19](O)=[O:20])=[C:14]2[N:13]=[CH:12][C:11]=1[C:22]([N:24]1[CH2:29][CH2:28][C:27]([F:36])([C:30]2[CH:35]=[CH:34][CH:33]=[CH:32][CH:31]=2)[CH2:26][CH2:25]1)=[O:23].[CH2:37]([S:39]([NH2:42])(=[O:41])=[O:40])[CH3:38], predict the reaction product. The product is: [CH3:1][C:2]1[CH:7]=[CH:6][C:5]([CH3:8])=[CH:4][C:3]=1[NH:9][C:10]1[N:15]2[N:16]=[CH:17][C:18]([C:19]([NH:42][S:39]([CH2:37][CH3:38])(=[O:41])=[O:40])=[O:20])=[C:14]2[N:13]=[CH:12][C:11]=1[C:22]([N:24]1[CH2:25][CH2:26][C:27]([F:36])([C:30]2[CH:35]=[CH:34][CH:33]=[CH:32][CH:31]=2)[CH2:28][CH2:29]1)=[O:23].